From a dataset of Catalyst prediction with 721,799 reactions and 888 catalyst types from USPTO. Predict which catalyst facilitates the given reaction. (1) Reactant: [CH2:1]([C:3]1[C:11]2[C:6](=[CH:7][CH:8]=[CH:9][CH:10]=2)[NH:5][C:4]=1[C:12]1[CH:17]=[C:16]([C:18]2[CH:23]=[CH:22][N:21]=[CH:20][CH:19]=2)[N:15]=[N:14][C:13]=1[O:24]C)[CH3:2].C(#N)C.O.C(O)=O. Product: [CH2:1]([C:3]1[C:11]2[C:6](=[CH:7][CH:8]=[CH:9][CH:10]=2)[NH:5][C:4]=1[C:12]1[C:13](=[O:24])[NH:14][N:15]=[C:16]([C:18]2[CH:23]=[CH:22][N:21]=[CH:20][CH:19]=2)[CH:17]=1)[CH3:2]. The catalyst class is: 494. (2) Reactant: [CH2:1]([O:3][CH2:4][C:5]1[N:6]([CH2:19][CH2:20][O:21][CH2:22][CH2:23][NH:24][C:25](=[O:31])[O:26][C:27]([CH3:30])([CH3:29])[CH3:28])[C:7]2[C:16]3[CH:15]=[CH:14][CH:13]=[CH:12][C:11]=3[N+:10]([O-])=[CH:9][C:8]=2[N:18]=1)[CH3:2].[NH4+:32].[OH-].C1(C)C=CC(S(Cl)(=O)=O)=CC=1.O. Product: [NH2:32][C:9]1[C:8]2[N:18]=[C:5]([CH2:4][O:3][CH2:1][CH3:2])[N:6]([CH2:19][CH2:20][O:21][CH2:22][CH2:23][NH:24][C:25](=[O:31])[O:26][C:27]([CH3:30])([CH3:29])[CH3:28])[C:7]=2[C:16]2[CH:15]=[CH:14][CH:13]=[CH:12][C:11]=2[N:10]=1. The catalyst class is: 2. (3) Reactant: [CH2:1]([N:8]1[CH2:13][CH2:12][CH:11]([N:14]2[C:18]3[N:19]=[C:20]([C:29]4[CH:30]=[N:31][CH:32]=[C:33]([O:35]COC)[CH:34]=4)[N:21]=[C:22]([N:23]4[CH2:28][CH2:27][O:26][CH2:25][CH2:24]4)[C:17]=3[N:16]=[N:15]2)[CH2:10][CH2:9]1)[C:2]1[CH:7]=[CH:6][CH:5]=[CH:4][CH:3]=1.CO. Product: [CH2:1]([N:8]1[CH2:9][CH2:10][CH:11]([N:14]2[C:18]3[N:19]=[C:20]([C:29]4[CH:34]=[C:33]([OH:35])[CH:32]=[N:31][CH:30]=4)[N:21]=[C:22]([N:23]4[CH2:24][CH2:25][O:26][CH2:27][CH2:28]4)[C:17]=3[N:16]=[N:15]2)[CH2:12][CH2:13]1)[C:2]1[CH:7]=[CH:6][CH:5]=[CH:4][CH:3]=1. The catalyst class is: 33. (4) Reactant: [CH3:1][O:2][C:3]1[CH:11]=[C:10]([C:12]2[CH:17]=[CH:16][N:15]=[CH:14][CH:13]=2)[CH:9]=[CH:8][C:4]=1[C:5]([OH:7])=O.CN(C(ON1N=NC2C=CC=NC1=2)=[N+](C)C)C.F[P-](F)(F)(F)(F)F.[CH:42]1([NH2:51])[C:50]2[C:45](=[CH:46][CH:47]=[CH:48][CH:49]=2)[CH2:44][CH2:43]1. Product: [CH:42]1([NH:51][C:5](=[O:7])[C:4]2[CH:8]=[CH:9][C:10]([C:12]3[CH:17]=[CH:16][N:15]=[CH:14][CH:13]=3)=[CH:11][C:3]=2[O:2][CH3:1])[C:50]2[C:45](=[CH:46][CH:47]=[CH:48][CH:49]=2)[CH2:44][CH2:43]1. The catalyst class is: 44. (5) Reactant: [Cl:1][C:2]1[C:7]([I:8])=[C:6](Cl)[CH:5]=[CH:4][N:3]=1.[CH3:10][O-:11].[Na+]. Product: [Cl:1][C:2]1[C:7]([I:8])=[C:6]([O:11][CH3:10])[CH:5]=[CH:4][N:3]=1. The catalyst class is: 5. (6) Reactant: Cl[C@H:2]1[C@H:8]2[C:9](=[O:10])[C@H:5]([CH:6]=[CH:7]2)[N:4]([O:11][CH2:12][C:13]2[CH:18]=[CH:17][CH:16]=[CH:15][CH:14]=2)[C:3]1=[O:19].Cl[C@@H:21]1[C@H:27]2[C:28](=O)[C@H](C=[CH:26]2)N(OCC2C=CC=CC=2)C1=O.ClC(Cl)C(NOCC1C=CC=CC=1)=O.O1C=CC=C1. Product: [CH3:26][CH:27]([CH3:28])[CH2:21][C@H:2]1[C@@H:8]2[C:9](=[O:10])[C@H:5]([CH:6]=[CH:7]2)[N:4]([O:11][CH2:12][C:13]2[CH:18]=[CH:17][CH:16]=[CH:15][CH:14]=2)[C:3]1=[O:19]. The catalyst class is: 25. (7) Reactant: [CH:1]1[N:5]=[CH:4][N:3]([CH2:6][C:7]([P:13]([OH:16])([OH:15])=[O:14])([P:9]([OH:12])([OH:11])=[O:10])[OH:8])[CH:2]=1.[OH-:17].[Na+]. Product: [CH:1]1[N:5]=[CH:4][N:3]([CH2:6][C:7]([P:9]([OH:12])([OH:11])=[O:10])([P:13]([OH:15])([OH:16])=[O:14])[OH:8])[CH:2]=1.[OH2:17]. The catalyst class is: 6. (8) Reactant: O[CH2:2][CH2:3][CH2:4][C:5]1[C:6](=[O:19])[N:7]=[C:8](/[CH:11]=[CH:12]/[C:13]2[CH:18]=[CH:17][CH:16]=[CH:15][CH:14]=2)[NH:9][CH:10]=1.C1(P(C2C=CC=CC=2)C2C=CC=CC=2)C=CC=CC=1.N(C(OCC)=O)=NC(OCC)=O. Product: [C:13]1(/[CH:12]=[CH:11]/[C:8]2[N:9]=[CH:10][C:5]3[CH2:4][CH2:3][CH2:2][O:19][C:6]=3[N:7]=2)[CH:14]=[CH:15][CH:16]=[CH:17][CH:18]=1. The catalyst class is: 1. (9) Reactant: [C:1]1([C:7]2[NH:8][C:9](=[S:12])[O:10][CH:11]=2)[CH:6]=[CH:5][CH:4]=[CH:3][CH:2]=1.Br[CH2:14][C:15]1[C:20]([CH3:21])=[CH:19][CH:18]=[CH:17][C:16]=1[N:22]1[C:26](=[O:27])[N:25]([CH3:28])[N:24]=[N:23]1.C(=O)([O-])[O-].[K+].[K+].CN(C)C=O. Product: [C:1]1([C:7]2[N:8]=[C:9]([S:12][CH2:14][C:15]3[C:20]([CH3:21])=[CH:19][CH:18]=[CH:17][C:16]=3[N:22]3[C:26](=[O:27])[N:25]([CH3:28])[N:24]=[N:23]3)[O:10][CH:11]=2)[CH:2]=[CH:3][CH:4]=[CH:5][CH:6]=1. The catalyst class is: 6.